Dataset: Full USPTO retrosynthesis dataset with 1.9M reactions from patents (1976-2016). Task: Predict the reactants needed to synthesize the given product. (1) Given the product [N:1]1([C:6]2[CH:26]=[CH:25][C:9]([CH2:10][C:11]3[C:12]([O:23][CH3:24])=[N:13][C:14]4[C:19]([C:20]=3[Cl:21])=[CH:18][C:17]([C:27]([OH:34])([C:28]3[CH:33]=[CH:32][CH:31]=[CH:30][CH:29]=3)[CH:35]3[CH2:40][CH2:39][N:38]([C:41](=[O:43])[CH3:42])[CH2:37][CH2:36]3)=[CH:16][CH:15]=4)=[CH:8][CH:7]=2)[CH:5]=[CH:4][N:3]=[CH:2]1, predict the reactants needed to synthesize it. The reactants are: [N:1]1([C:6]2[CH:26]=[CH:25][C:9]([CH2:10][C:11]3[C:12]([O:23][CH3:24])=[N:13][C:14]4[C:19]([C:20]=3[Cl:21])=[CH:18][C:17](I)=[CH:16][CH:15]=4)=[CH:8][CH:7]=2)[CH:5]=[CH:4][N:3]=[CH:2]1.[C:27]([CH:35]1[CH2:40][CH2:39][N:38]([C:41](=[O:43])[CH3:42])[CH2:37][CH2:36]1)(=[O:34])[C:28]1[CH:33]=[CH:32][CH:31]=[CH:30][CH:29]=1.C(=O)=O.CC(C)=O.O. (2) Given the product [F:1][C:2]1[CH:27]=[C:26]([N+:28]([O-:30])=[O:29])[CH:25]=[CH:24][C:3]=1[O:4][C:5]1[CH:10]=[CH:9][N:8]=[C:7]2[CH:11]=[C:12]([C:14]3[CH:15]=[CH:16][C:17]([N:41]4[CH2:40][CH2:39][N:38]([C:36]([O:35][C:31]([CH3:34])([CH3:33])[CH3:32])=[O:37])[CH2:43][CH2:42]4)=[CH:18][CH:19]=3)[S:13][C:6]=12, predict the reactants needed to synthesize it. The reactants are: [F:1][C:2]1[CH:27]=[C:26]([N+:28]([O-:30])=[O:29])[CH:25]=[CH:24][C:3]=1[O:4][C:5]1[CH:10]=[CH:9][N:8]=[C:7]2[CH:11]=[C:12]([C:14]3[CH:19]=[CH:18][C:17](S(C)(=O)=O)=[CH:16][CH:15]=3)[S:13][C:6]=12.[C:31]([O:35][C:36]([N:38]1[CH2:43][CH2:42][N:41](C2C=CC(B(O)O)=CC=2)[CH2:40][CH2:39]1)=[O:37])([CH3:34])([CH3:33])[CH3:32]. (3) The reactants are: [NH2:1][C:2]1[N:7]=[C:6](S(C)=O)[C:5]([C:11]#[N:12])=[C:4]([C:13]2[S:14][CH:15]=[CH:16][CH:17]=2)[N:3]=1.[NH2:18][CH2:19][CH2:20][N:21]1[CH2:26][CH2:25][O:24][CH2:23][CH2:22]1. Given the product [NH2:1][C:2]1[N:7]=[C:6]([NH:18][CH2:19][CH2:20][N:21]2[CH2:26][CH2:25][O:24][CH2:23][CH2:22]2)[C:5]([C:11]#[N:12])=[C:4]([C:13]2[S:14][CH:15]=[CH:16][CH:17]=2)[N:3]=1, predict the reactants needed to synthesize it. (4) Given the product [N:36]([CH2:26][C:25]#[C:24][CH2:23][N:22]1[C@@H:19]2[CH2:18][CH2:17][C@@:16]1([C:28]1[CH:33]=[CH:32][CH:31]=[CH:30][CH:29]=1)[C@H:15]([O:14][CH2:13][C:5]1[CH:4]=[C:3]([C:2]([F:35])([F:34])[F:1])[CH:8]=[C:7]([C:9]([F:12])([F:11])[F:10])[CH:6]=1)[CH2:21][CH2:20]2)=[N+:37]=[N-:38], predict the reactants needed to synthesize it. The reactants are: [F:1][C:2]([F:35])([F:34])[C:3]1[CH:4]=[C:5]([CH2:13][O:14][C@@H:15]2[CH2:21][CH2:20][C@@H:19]3[N:22]([CH2:23][C:24]#[C:25][CH2:26]Cl)[C@@:16]2([C:28]2[CH:33]=[CH:32][CH:31]=[CH:30][CH:29]=2)[CH2:17][CH2:18]3)[CH:6]=[C:7]([C:9]([F:12])([F:11])[F:10])[CH:8]=1.[N-:36]=[N+:37]=[N-:38].[Na+].